Task: Predict the product of the given reaction.. Dataset: Forward reaction prediction with 1.9M reactions from USPTO patents (1976-2016) Given the reactants [Cl:1][C:2]1[C:3]([CH2:8][NH:9][C:10]([C@@H:12]2[CH2:17][CH2:16][CH2:15][N:14]([C:18]([O:20][CH2:21][C:22]3[CH:27]=[CH:26][CH:25]=[CH:24][CH:23]=3)=[O:19])[CH2:13]2)=O)=[N:4][CH:5]=[CH:6][N:7]=1.P(Cl)(Cl)(Cl)=O.N, predict the reaction product. The product is: [Cl:1][C:2]1[C:3]2[N:4]([C:10]([C@@H:12]3[CH2:17][CH2:16][CH2:15][N:14]([C:18]([O:20][CH2:21][C:22]4[CH:27]=[CH:26][CH:25]=[CH:24][CH:23]=4)=[O:19])[CH2:13]3)=[N:9][CH:8]=2)[CH:5]=[CH:6][N:7]=1.